This data is from Merck oncology drug combination screen with 23,052 pairs across 39 cell lines. The task is: Regression. Given two drug SMILES strings and cell line genomic features, predict the synergy score measuring deviation from expected non-interaction effect. (1) Drug 1: COc1cccc2c1C(=O)c1c(O)c3c(c(O)c1C2=O)CC(O)(C(=O)CO)CC3OC1CC(N)C(O)C(C)O1. Drug 2: CC(C)CC(NC(=O)C(Cc1ccccc1)NC(=O)c1cnccn1)B(O)O. Cell line: OV90. Synergy scores: synergy=-24.8. (2) Cell line: MDAMB436. Drug 1: CS(=O)(=O)CCNCc1ccc(-c2ccc3ncnc(Nc4ccc(OCc5cccc(F)c5)c(Cl)c4)c3c2)o1. Synergy scores: synergy=4.09. Drug 2: CNC(=O)c1cc(Oc2ccc(NC(=O)Nc3ccc(Cl)c(C(F)(F)F)c3)cc2)ccn1. (3) Drug 1: O=C(NOCC(O)CO)c1ccc(F)c(F)c1Nc1ccc(I)cc1F. Drug 2: NC1CCCCC1N.O=C(O)C(=O)O.[Pt+2]. Cell line: NCIH460. Synergy scores: synergy=-7.61. (4) Drug 1: CN(Cc1cnc2nc(N)nc(N)c2n1)c1ccc(C(=O)NC(CCC(=O)O)C(=O)O)cc1. Drug 2: CNC(=O)c1cc(Oc2ccc(NC(=O)Nc3ccc(Cl)c(C(F)(F)F)c3)cc2)ccn1. Cell line: OCUBM. Synergy scores: synergy=-5.02.